From a dataset of hERG Central: cardiac toxicity at 1µM, 10µM, and general inhibition. Predict hERG channel inhibition at various concentrations. (1) The drug is CC1CCCN(c2c3c(nc4ccccc24)CCCC3)C1. Results: hERG_inhib (hERG inhibition (general)): blocker. (2) The molecule is CCN1CC2C3CCC(C)(O3)C2C1. Results: hERG_inhib (hERG inhibition (general)): blocker. (3) The compound is COc1ccc(S(=O)(=O)N2CCCN(CCC(=O)Nc3cccc(C(F)(F)F)c3)CC2)cc1. Results: hERG_inhib (hERG inhibition (general)): blocker.